Dataset: Catalyst prediction with 721,799 reactions and 888 catalyst types from USPTO. Task: Predict which catalyst facilitates the given reaction. (1) Reactant: [Br:1][C:2]1[C:3]([OH:12])=[C:4]([C:9](=[O:11])[CH3:10])[CH:5]=[C:6]([Cl:8])[CH:7]=1.[C:13](=O)([O-])[O-].[K+].[K+].CI. Product: [Br:1][C:2]1[C:3]([O:12][CH3:13])=[C:4]([C:9](=[O:11])[CH3:10])[CH:5]=[C:6]([Cl:8])[CH:7]=1. The catalyst class is: 35. (2) Product: [NH2:1][C:2]1[S:3][C:4]([C:13]2[CH:18]=[CH:17][N:16]=[C:15]([NH:19][C:20]3[CH:25]=[CH:24][CH:23]=[C:22]([CH2:26][OH:27])[CH:21]=3)[N:14]=2)=[C:5]([C:7]2[CH:12]=[CH:11][CH:10]=[CH:9][CH:8]=2)[N:6]=1. Reactant: [NH2:1][C:2]1[S:3][C:4]([C:13]2[CH:18]=[CH:17][N:16]=[C:15]([NH:19][C:20]3[CH:25]=[CH:24][CH:23]=[C:22]([C:26](OC)=[O:27])[CH:21]=3)[N:14]=2)=[C:5]([C:7]2[CH:12]=[CH:11][CH:10]=[CH:9][CH:8]=2)[N:6]=1.[Cl-].[NH4+]. The catalyst class is: 207. (3) Reactant: [Br:1][C:2]1[CH:7]=[CH:6][CH:5]=[CH:4][C:3]=1[O:8][CH:9]1[CH2:12][N:11]([C:13]2[N:18]=[N:17][C:16]([C:19]([NH:21][NH2:22])=[O:20])=[CH:15][CH:14]=2)[CH2:10]1.[C:23]([O:26][CH2:27][C:28](Cl)=[O:29])(=[O:25])[CH3:24]. Product: [C:23]([O:26][CH2:27][C:28]([NH:22][NH:21][C:19]([C:16]1[N:17]=[N:18][C:13]([N:11]2[CH2:12][CH:9]([O:8][C:3]3[CH:4]=[CH:5][CH:6]=[CH:7][C:2]=3[Br:1])[CH2:10]2)=[CH:14][CH:15]=1)=[O:20])=[O:29])(=[O:25])[CH3:24]. The catalyst class is: 46. (4) Reactant: [B:10]1([B:10]2[O:14][C:13]([CH3:16])([CH3:15])[C:12]([CH3:18])([CH3:17])[O:11]2)[O:14][C:13]([CH3:16])([CH3:15])[C:12]([CH3:18])([CH3:17])[O:11]1.C([O-])(=O)C.[K+].Br[C:25]1[CH:26]=[C:27]2[C:32](=[CH:33][CH:34]=1)[N:31]=[C:30]([C:35]1[CH:40]=[CH:39][CH:38]=[C:37]([O:41][CH3:42])[CH:36]=1)[N:29]([CH2:43][C:44]([NH:46][CH:47]([CH3:49])[CH3:48])=[O:45])[C:28]2=[O:50]. Product: [CH:47]([NH:46][C:44](=[O:45])[CH2:43][N:29]1[C:28](=[O:50])[C:27]2[C:32](=[CH:33][CH:34]=[C:25]([B:10]3[O:11][C:12]([CH3:17])([CH3:18])[C:13]([CH3:15])([CH3:16])[O:14]3)[CH:26]=2)[N:31]=[C:30]1[C:35]1[CH:40]=[CH:39][CH:38]=[C:37]([O:41][CH3:42])[CH:36]=1)([CH3:49])[CH3:48]. The catalyst class is: 151. (5) Reactant: [OH:1][N:2]=[C:3]([NH2:5])[CH3:4].[H-].[Na+].[C:8]([O:12][C:13]([NH:15][CH:16]([C:18]1[C:27]([C:28]2[CH:33]=[CH:32][CH:31]=[CH:30][N:29]=2)=[C:26]([C:34](OC)=O)[C:25]2[C:20](=[CH:21][CH:22]=[C:23]([F:38])[CH:24]=2)[N:19]=1)[CH3:17])=[O:14])([CH3:11])([CH3:10])[CH3:9]. Product: [F:38][C:23]1[CH:24]=[C:25]2[C:20](=[CH:21][CH:22]=1)[N:19]=[C:18]([CH:16]([NH:15][C:13](=[O:14])[O:12][C:8]([CH3:10])([CH3:11])[CH3:9])[CH3:17])[C:27]([C:28]1[CH:33]=[CH:32][CH:31]=[CH:30][N:29]=1)=[C:26]2[C:34]1[O:1][N:2]=[C:3]([CH3:4])[N:5]=1. The catalyst class is: 1. (6) Reactant: [CH3:1][S:2][C:3]1[N:8]=[C:7]([CH2:9][OH:10])[CH:6]=[CH:5][N:4]=1.[O:11]1[CH:16]=[CH:15][CH2:14][CH2:13][CH2:12]1.O.C1(C)C=CC(S(O)(=O)=O)=CC=1. Product: [CH3:1][S:2][C:3]1[N:8]=[C:7]([CH2:9][O:10][CH:12]2[CH2:13][CH2:14][CH2:15][CH2:16][O:11]2)[CH:6]=[CH:5][N:4]=1. The catalyst class is: 2. (7) Reactant: [OH:1][C:2]1[CH:3]=[C:4]2[C:8](=[CH:9][CH:10]=1)[C:7](=[O:11])[CH2:6][CH2:5]2.Cl[C:13](C(O[Na])=O)([F:15])[F:14].C([O-])([O-])=O.[K+].[K+]. Product: [F:14][CH:13]([F:15])[O:1][C:2]1[CH:3]=[C:4]2[C:8](=[CH:9][CH:10]=1)[C:7](=[O:11])[CH2:6][CH2:5]2. The catalyst class is: 3. (8) Reactant: [C:1]([NH:4][C:5]1[N:10]=[CH:9][C:8]([C:11]([CH3:18])=[CH:12][C:13]([O:15][CH2:16][CH3:17])=[O:14])=[CH:7][CH:6]=1)(=[O:3])[CH3:2].[H][H]. Product: [C:1]([NH:4][C:5]1[N:10]=[CH:9][C:8]([CH:11]([CH3:18])[CH2:12][C:13]([O:15][CH2:16][CH3:17])=[O:14])=[CH:7][CH:6]=1)(=[O:3])[CH3:2]. The catalyst class is: 29.